Dataset: Forward reaction prediction with 1.9M reactions from USPTO patents (1976-2016). Task: Predict the product of the given reaction. (1) Given the reactants [NH:1]1[C:9]2[C:4](=[CH:5][CH:6]=[CH:7][CH:8]=2)[C:3](/[CH:10]=[CH:11]/[C:12]2[CH:17]=[CH:16][C:15]([C:18]([N:20]3[CH2:25][CH2:24][O:23][CH2:22][CH2:21]3)=[O:19])=[CH:14][C:13]=2[N:26]2[C:34](=[O:35])[C:33]3[C:28](=[CH:29][CH:30]=[CH:31][C:32]=3[N+:36]([O-])=O)[C:27]2=[O:39])=[N:2]1.[Sn].Cl, predict the reaction product. The product is: [NH2:36][C:32]1[CH:31]=[CH:30][CH:29]=[C:28]2[C:33]=1[C:34](=[O:35])[N:26]([C:13]1[CH:14]=[C:15]([C:18]([N:20]3[CH2:21][CH2:22][O:23][CH2:24][CH2:25]3)=[O:19])[CH:16]=[CH:17][C:12]=1/[CH:11]=[CH:10]/[C:3]1[C:4]3[C:9](=[CH:8][CH:7]=[CH:6][CH:5]=3)[NH:1][N:2]=1)[C:27]2=[O:39]. (2) The product is: [NH2:48][C:47]1[CH:46]=[CH:45][C:44]([C:56]2[CH:61]=[CH:60][CH:59]=[CH:58][CH:57]=2)=[CH:43][C:42]=1[NH:41][C:9]([C:7]1[S:8][C:4]2[CH:3]=[C:2]([N:23]3[CH2:22][CH2:21][C:20]4([CH2:16][NH:17][CH2:18][CH2:19]4)[CH2:25][CH2:24]3)[CH:15]=[CH:14][C:5]=2[CH:6]=1)=[O:11]. Given the reactants Br[C:2]1[CH:15]=[CH:14][C:5]2[CH:6]=[C:7]([C:9]([O:11]CC)=O)[S:8][C:4]=2[CH:3]=1.[CH2:16]1[C:20]2([CH2:25][CH2:24][NH:23][CH2:22][CH2:21]2)[CH2:19][CH2:18][N:17]1C(OC(C)(C)C)=O.[O-]P([O-])([O-])=O.[K+].[K+].[K+].[NH2:41][C:42]1[CH:43]=[C:44]([C:56]2[CH:61]=[CH:60][CH:59]=[CH:58][CH:57]=2)[CH:45]=[CH:46][C:47]=1[NH:48]C(=O)OC(C)(C)C.F[P-](F)(F)(F)(F)F.N1(O[P+](N(C)C)(N(C)C)N(C)C)C2C=CC=CC=2N=N1.CCN(C(C)C)C(C)C, predict the reaction product. (3) Given the reactants C(C1[CH:4]=[C:5]2[C:9](=[CH:10][CH:11]=1)[N:8](CC1C=CC(OC)=CC=1)[N:7]=[C:6]2[CH3:21])#N.C([N:24]([CH2:27][CH3:28])[CH2:25][CH3:26])C.N1[CH:34]=[CH:33][CH:32]=[CH:31][CH:30]=1.[SH2:35].C([O:39][CH2:40]C)(=O)C, predict the reaction product. The product is: [CH3:40][O:39][C:32]1[CH:33]=[CH:34][C:28]([CH2:27][N:24]=[C:25]([C:26]2[CH:4]=[C:5]3[C:9](=[CH:10][CH:11]=2)[NH:8][N:7]=[C:6]3[CH3:21])[SH:35])=[CH:30][CH:31]=1. (4) Given the reactants Br[C:2]1[CH:3]=[CH:4][C:5]([C:10]([N:12]2[CH2:17][CH2:16][N:15]([C:18]3[C:23]([CH3:24])=[CH:22][C:21]([CH:25]4[CH2:27][CH2:26]4)=[CH:20][N:19]=3)[CH2:14][CH2:13]2)=[O:11])=[C:6]([CH:9]=1)[C:7]#[N:8].[C:28]([N:31]1[CH2:35][CH2:34][NH:33][C:32]1=[O:36])(=[O:30])[CH3:29], predict the reaction product. The product is: [C:28]([N:31]1[CH2:35][CH2:34][N:33]([C:2]2[CH:3]=[CH:4][C:5]([C:10]([N:12]3[CH2:17][CH2:16][N:15]([C:18]4[C:23]([CH3:24])=[CH:22][C:21]([CH:25]5[CH2:27][CH2:26]5)=[CH:20][N:19]=4)[CH2:14][CH2:13]3)=[O:11])=[C:6]([CH:9]=2)[C:7]#[N:8])[C:32]1=[O:36])(=[O:30])[CH3:29]. (5) Given the reactants O=C1NC2[N:8]=[CH:9][C:10]([C:12]([O:14][CH2:15][CH3:16])=[O:13])=[CH:11][C:5]=2[C:4](=[O:17])[NH:3]1.[C:18](=O)([O-])[O-].[K+].[K+].I[CH2:25][CH3:26].O.[CH3:28][N:29]([CH:31]=[O:32])[CH3:30], predict the reaction product. The product is: [CH2:28]([N:29]1[C:30]2[N:8]=[CH:9][C:10]([C:12]([O:14][CH2:15][CH3:16])=[O:13])=[CH:11][C:5]=2[C:4](=[O:17])[N:3]([CH2:25][CH3:26])[C:31]1=[O:32])[CH3:18]. (6) Given the reactants I[C:2]1[C:10]2[C:5](=[CH:6][CH:7]=[CH:8][CH:9]=2)[NH:4][C:3]=1[C:11]([O:13][CH2:14][CH3:15])=[O:12].C([O-])([O-])=O.[Na+].[Na+].[Cl:22][C:23]1[CH:28]=[CH:27][CH:26]=[CH:25][C:24]=1B(O)O, predict the reaction product. The product is: [Cl:22][C:23]1[CH:28]=[CH:27][CH:26]=[CH:25][C:24]=1[C:2]1[C:10]2[C:5](=[CH:6][CH:7]=[CH:8][CH:9]=2)[NH:4][C:3]=1[C:11]([O:13][CH2:14][CH3:15])=[O:12]. (7) Given the reactants [CH2:1]([O:3][C:4]([CH2:6][O:7][C:8]1[C:9]([C:14]([NH2:16])=O)=[N:10][CH:11]=[CH:12][CH:13]=1)=[O:5])[CH3:2].C(N(CC)CC)C.FC(F)(F)C(OC(=O)C(F)(F)F)=O.O, predict the reaction product. The product is: [C:14]([C:9]1[C:8]([O:7][CH2:6][C:4]([O:3][CH2:1][CH3:2])=[O:5])=[CH:13][CH:12]=[CH:11][N:10]=1)#[N:16].